From a dataset of Forward reaction prediction with 1.9M reactions from USPTO patents (1976-2016). Predict the product of the given reaction. Given the reactants C1CCC(N=C=NC2CCCCC2)CC1.C1C=CC2N(O)N=NC=2C=1.[CH2:26]([O:46][CH:47]([CH2:51][CH3:52])[C:48]([OH:50])=O)[CH2:27][CH2:28][CH2:29]/[CH:30]=[CH:31]\[CH2:32]/[CH:33]=[CH:34]\[CH2:35]/[CH:36]=[CH:37]\[CH2:38]/[CH:39]=[CH:40]\[CH2:41]/[CH:42]=[CH:43]\[CH2:44][CH3:45].[C:53]([NH:60][CH2:61][CH2:62][NH2:63])([O:55][C:56]([CH3:59])([CH3:58])[CH3:57])=[O:54], predict the reaction product. The product is: [CH2:26]([O:46][CH:47]([CH2:51][CH3:52])[C:48]([NH:63][CH2:62][CH2:61][NH:60][C:53](=[O:54])[O:55][C:56]([CH3:58])([CH3:57])[CH3:59])=[O:50])[CH2:27][CH2:28][CH2:29]/[CH:30]=[CH:31]\[CH2:32]/[CH:33]=[CH:34]\[CH2:35]/[CH:36]=[CH:37]\[CH2:38]/[CH:39]=[CH:40]\[CH2:41]/[CH:42]=[CH:43]\[CH2:44][CH3:45].